Dataset: Full USPTO retrosynthesis dataset with 1.9M reactions from patents (1976-2016). Task: Predict the reactants needed to synthesize the given product. (1) Given the product [CH2:1]([O:4][C:5](=[O:28])[C:6]1[CH:11]=[CH:10][C:9]([N:12]([C:34]([O:33][C:29]([CH3:32])([CH3:31])[CH3:30])=[O:35])[CH2:13][C:14]2[CH:19]=[CH:18][C:17]([O:20][C:21]([F:24])([F:23])[F:22])=[CH:16][CH:15]=2)=[C:8]([N+:25]([O-:27])=[O:26])[CH:7]=1)[CH:2]=[CH2:3], predict the reactants needed to synthesize it. The reactants are: [CH2:1]([O:4][C:5](=[O:28])[C:6]1[CH:11]=[CH:10][C:9]([NH:12][CH2:13][C:14]2[CH:19]=[CH:18][C:17]([O:20][C:21]([F:24])([F:23])[F:22])=[CH:16][CH:15]=2)=[C:8]([N+:25]([O-:27])=[O:26])[CH:7]=1)[CH:2]=[CH2:3].[C:29]([O:33][C:34](O[C:34]([O:33][C:29]([CH3:32])([CH3:31])[CH3:30])=[O:35])=[O:35])([CH3:32])([CH3:31])[CH3:30].C(N(C(C)C)CC)(C)C.CN(C1C=CC=CN=1)C. (2) The reactants are: [C:1]([CH2:4][CH2:5][C:6]1[C:7]([CH3:13])=[C:8]([CH:11]=O)[NH:9][CH:10]=1)([OH:3])=[O:2].[Br:14][C:15]1[CH:16]=[C:17]2[C:21](=[CH:22][CH:23]=1)[NH:20][C:19](=[O:24])[CH2:18]2.N1CCCCC1. Given the product [Br:14][C:15]1[CH:16]=[C:17]2[C:21](=[CH:22][CH:23]=1)[NH:20][C:19](=[O:24])[C:18]2=[CH:11][C:8]1[NH:9][CH:10]=[C:6]([CH2:5][CH2:4][C:1]([OH:3])=[O:2])[C:7]=1[CH3:13], predict the reactants needed to synthesize it. (3) Given the product [C:1]([OH:12])(=[O:11])[CH:2]=[CH:3][CH:4]=[CH:5][CH:6]=[CH:7][CH2:8][CH2:9][CH3:10].[C:5]1([CH3:4])[CH:6]=[CH:7][CH:8]=[CH:9][CH:10]=1, predict the reactants needed to synthesize it. The reactants are: [C:1]([O:12]C)(=[O:11])[CH:2]=[CH:3][CH:4]=[CH:5][CH:6]=[CH:7][CH2:8][CH2:9][CH3:10].[OH-].[K+].Cl. (4) The reactants are: C[Si]([N-][Si](C)(C)C)(C)C.[Li+].C1(C)C=CC=CC=1.[F:18][C:19]1[C:23]([S:24](=[O:36])(=[O:35])[NH:25][C:26]2([C:31]([F:34])([F:33])[F:32])[CH2:30][CH2:29][CH2:28][CH2:27]2)=[CH:22][N:21]([CH3:37])[C:20]=1[C:38](OCC)=[O:39].[NH2:43][C:44]1[CH:45]=[CH:46][C:47]([F:52])=[C:48]([CH:51]=1)[C:49]#[N:50]. Given the product [C:49]([C:48]1[CH:51]=[C:44]([NH:43][C:38]([C:20]2[N:21]([CH3:37])[CH:22]=[C:23]([S:24](=[O:36])(=[O:35])[NH:25][C:26]3([C:31]([F:34])([F:32])[F:33])[CH2:27][CH2:28][CH2:29][CH2:30]3)[C:19]=2[F:18])=[O:39])[CH:45]=[CH:46][C:47]=1[F:52])#[N:50], predict the reactants needed to synthesize it. (5) Given the product [Br:52][C:53]1[CH:58]=[CH:57][CH:56]=[CH:55][C:54]=1[N:59]([CH3:66])[CH:60]1[CH2:65][CH2:64][N:63]([C:11](=[O:13])[CH2:10][NH:9][C:7]([C:4]2[CH:3]=[CH:2][C:1]([C:14]3[CH:19]=[CH:18][CH:17]=[CH:16][CH:15]=3)=[CH:6][CH:5]=2)=[O:8])[CH2:62][CH2:61]1, predict the reactants needed to synthesize it. The reactants are: [C:1]1([C:14]2[CH:19]=[CH:18][CH:17]=[CH:16][CH:15]=2)[CH:6]=[CH:5][C:4]([C:7]([NH:9][CH2:10][C:11]([OH:13])=O)=[O:8])=[CH:3][CH:2]=1.CCN(C(C)C)C(C)C.C1C=CC2N(O)N=NC=2C=1.CCN=C=NCCCN(C)C.Cl.Cl.[Br:52][C:53]1[CH:58]=[CH:57][CH:56]=[CH:55][C:54]=1[N:59]([CH3:66])[CH:60]1[CH2:65][CH2:64][NH:63][CH2:62][CH2:61]1. (6) Given the product [ClH:36].[N:11]1([C:14]2[CH:22]=[CH:21][CH:20]=[C:19]3[C:15]=2[CH:16]=[CH:17][N:18]3[S:33]([C:28]2[CH:29]=[CH:30][CH:31]=[CH:32][C:27]=2[S:24]([CH3:23])(=[O:26])=[O:25])(=[O:35])=[O:34])[CH2:10][CH2:9][NH:8][CH2:13][CH2:12]1, predict the reactants needed to synthesize it. The reactants are: C([N:8]1[CH2:13][CH2:12][N:11]([C:14]2[CH:22]=[CH:21][CH:20]=[C:19]3[C:15]=2[CH:16]=[CH:17][NH:18]3)[CH2:10][CH2:9]1)(OC(C)(C)C)=O.[CH3:23][S:24]([C:27]1[CH:32]=[CH:31][CH:30]=[CH:29][C:28]=1[S:33]([Cl:36])(=[O:35])=[O:34])(=[O:26])=[O:25]. (7) Given the product [NH2:1][C:4]1[CH:5]=[CH:6][C:7]([N:10]2[CH2:11][CH2:12][N:13]([C:16]([O:18][CH2:19][C:20]3[CH:21]=[CH:22][CH:23]=[CH:24][CH:25]=3)=[O:17])[CH2:14][CH2:15]2)=[CH:8][CH:9]=1, predict the reactants needed to synthesize it. The reactants are: [N+:1]([C:4]1[CH:9]=[CH:8][C:7]([N:10]2[CH2:15][CH2:14][N:13]([C:16]([O:18][CH2:19][C:20]3[CH:25]=[CH:24][CH:23]=[CH:22][CH:21]=3)=[O:17])[CH2:12][CH2:11]2)=[CH:6][CH:5]=1)([O-])=O.[H][H].